This data is from Orexin1 receptor HTS with 218,158 compounds and 233 confirmed actives. The task is: Binary Classification. Given a drug SMILES string, predict its activity (active/inactive) in a high-throughput screening assay against a specified biological target. (1) The molecule is O=C(NCCc1ccccc1)c1c(N2CCCCCC2)nccc1. The result is 0 (inactive). (2) The molecule is S(c1n(c2c(n(c(=O)[nH]c2=O)C)n1)CC(C)=C)CC(O)=O. The result is 0 (inactive). (3) The drug is S(Cc1nc(nc(NC(C)C)c1)c1ccccc1)c1ccccc1. The result is 0 (inactive). (4) The drug is O=C(Nc1ccc(cc1)C)Nc1nc(ncc1)c1cccnc1. The result is 0 (inactive). (5) The molecule is Clc1c(cc(NC(=O)CN(C(=O)c2cc(N3C(=O)CCC3=O)ccc2)C)cc1)C(F)(F)F. The result is 0 (inactive). (6) The drug is [nH]1c2c(c(CCNC)c1)cccc2. The result is 0 (inactive).